From a dataset of Choline transporter screen with 302,306 compounds. Binary Classification. Given a drug SMILES string, predict its activity (active/inactive) in a high-throughput screening assay against a specified biological target. (1) The compound is s1c(nnc1N\C=C1\C(OC(OC1=O)(C)C)=O)CC. The result is 0 (inactive). (2) The drug is Clc1cc(S(=O)Cc2oc(C(=O)N3CCCCCC3)cc2)ccc1. The result is 0 (inactive). (3) The result is 0 (inactive). The compound is S=c1n(c2c(cc1)ccc(OC)c2)CC. (4) The drug is S1(=O)(=O)CC(N(CC)C(=O)CSc2cc3OCCOc3cc2)CC1. The result is 0 (inactive).